This data is from Forward reaction prediction with 1.9M reactions from USPTO patents (1976-2016). The task is: Predict the product of the given reaction. (1) Given the reactants [Cl:1][C:2]1[CH:31]=[C:30]([Cl:32])[CH:29]=[CH:28][C:3]=1[O:4][C:5]1[CH:10]=[CH:9][CH:8]=[CH:7][C:6]=1[NH:11][S:12]([C:15]1[CH:27]=[CH:26][C:18]([C:19]([NH:21][CH2:22][C:23](O)=[O:24])=[O:20])=[CH:17][CH:16]=1)(=[O:14])=[O:13].C(O[C:38](=O)[N:39]([CH2:41][CH2:42][NH2:43])C)(C)(C)C.CN(C(ON1N=NC2C=CC=CC1=2)=[N+](C)C)C.F[P-](F)(F)(F)(F)F.C(N(CC)CC)C, predict the reaction product. The product is: [ClH:1].[Cl:1][C:2]1[CH:31]=[C:30]([Cl:32])[CH:29]=[CH:28][C:3]=1[O:4][C:5]1[CH:10]=[CH:9][CH:8]=[CH:7][C:6]=1[NH:11][S:12]([C:15]1[CH:16]=[CH:17][C:18]([C:19]([NH:21][CH2:22][C:23](=[O:24])[NH:43][CH2:42][CH2:41][NH:39][CH3:38])=[O:20])=[CH:26][CH:27]=1)(=[O:14])=[O:13]. (2) Given the reactants [CH:1]([N:4]1[CH2:19][CH:7]2[CH2:8][N:9](C(OC(C)(C)C)=O)[CH2:10][CH2:11][N:6]2[C:5]1=[O:20])([CH3:3])[CH3:2].C(O)(C(F)(F)F)=O, predict the reaction product. The product is: [CH:1]([N:4]1[CH2:19][CH:7]2[CH2:8][NH:9][CH2:10][CH2:11][N:6]2[C:5]1=[O:20])([CH3:3])[CH3:2]. (3) The product is: [CH3:16][O:17][C:18]1[CH:27]=[CH:26][C:25]([O:6][S:3]([C:2]([F:15])([F:14])[F:1])(=[O:5])=[O:4])=[C:24]2[C:19]=1[CH:20]=[CH:21][CH:22]=[N:23]2. Given the reactants [F:1][C:2]([F:15])([F:14])[S:3]([O:6]S(C(F)(F)F)(=O)=O)(=[O:5])=[O:4].[CH3:16][O:17][C:18]1[CH:27]=[CH:26][C:25](O)=[C:24]2[C:19]=1[CH:20]=[CH:21][CH:22]=[N:23]2.N1C=CC=CC=1, predict the reaction product. (4) Given the reactants [NH2:1][C:2]1[CH:7]=[CH:6][C:5]([CH2:8][CH2:9][OH:10])=[CH:4][CH:3]=1.C(=O)(O)[O-].[Na+].O.Cl[C:18]([O:20][CH2:21][CH2:22][Cl:23])=[O:19], predict the reaction product. The product is: [OH:10][CH2:9][CH2:8][C:5]1[CH:6]=[CH:7][C:2]([NH:1][C:18](=[O:19])[O:20][CH2:21][CH2:22][Cl:23])=[CH:3][CH:4]=1. (5) Given the reactants [CH2:1]([C:3]1[CH:12]=[C:11]2[C:6]([CH:7]=[CH:8][C:9]([OH:13])=[CH:10]2)=[CH:5][CH:4]=1)[CH3:2].[CH3:14][O:15][C:16](=[O:21])[CH:17](Br)[CH2:18][CH3:19].C(=O)([O-])[O-].[Cs+].[Cs+].[Na+].[Cl-], predict the reaction product. The product is: [CH2:1]([C:3]1[CH:12]=[C:11]2[C:6]([CH:7]=[CH:8][C:9]([O:13][CH:17]([CH2:18][CH3:19])[C:16]([O:15][CH3:14])=[O:21])=[CH:10]2)=[CH:5][CH:4]=1)[CH3:2].